From a dataset of Full USPTO retrosynthesis dataset with 1.9M reactions from patents (1976-2016). Predict the reactants needed to synthesize the given product. (1) Given the product [CH3:35][C@H:24]1[N:23]2[C:28]([CH2:29][O:30][C:31]3[C:22]2=[CH:21][C:20]([B:9]2[O:10][C:11]([CH3:16])([CH3:17])[C:12]([CH3:14])([CH3:15])[O:13]2)=[CH:33][CH:32]=3)=[N:27][NH:26][C:25]1=[O:34], predict the reactants needed to synthesize it. The reactants are: [CH3:16][C:11]1([CH3:17])[C:12]([CH3:15])([CH3:14])[O:13][B:9]([B:9]2[O:13][C:12]([CH3:15])([CH3:14])[C:11]([CH3:17])([CH3:16])[O:10]2)[O:10]1.Br[C:20]1[CH:21]=[C:22]2[C:31](=[CH:32][CH:33]=1)[O:30][CH2:29][C:28]1[N:23]2[C@H:24]([CH3:35])[C:25](=[O:34])[NH:26][N:27]=1.C([O-])(=O)C.[K+]. (2) Given the product [C:42]([O:41][C:39]([NH:38][C:36](=[NH:37])[C:34]1[S:33][C:32]([S:46][CH3:47])=[C:31]([S:28]([C:24]2[CH:23]=[C:22]([C:16]3[C:17]([CH3:21])=[CH:18][CH:19]=[CH:20][C:15]=3[NH:14][C:12](=[O:13])[NH:11][CH2:10][CH2:9][NH:8][C:6](=[O:7])[NH:5][CH2:4][C:3]([OH:48])=[O:2])[CH:27]=[CH:26][CH:25]=2)(=[O:30])=[O:29])[CH:35]=1)=[O:40])([CH3:45])([CH3:43])[CH3:44], predict the reactants needed to synthesize it. The reactants are: C[O:2][C:3](=[O:48])[CH2:4][NH:5][C:6]([NH:8][CH2:9][CH2:10][NH:11][C:12]([NH:14][C:15]1[CH:20]=[CH:19][CH:18]=[C:17]([CH3:21])[C:16]=1[C:22]1[CH:27]=[CH:26][CH:25]=[C:24]([S:28]([C:31]2[CH:35]=[C:34]([C:36]([NH:38][C:39]([O:41][C:42]([CH3:45])([CH3:44])[CH3:43])=[O:40])=[NH:37])[S:33][C:32]=2[S:46][CH3:47])(=[O:30])=[O:29])[CH:23]=1)=[O:13])=[O:7].[OH-].[Na+]. (3) Given the product [F:6][C:7]1[CH:12]=[CH:11][CH:10]=[CH:9][C:8]=1[C@H:13]1[O:15][C@:14]1([CH2:23][N:24]1[C:28]([S:30][CH3:29])=[N:27][CH:26]=[N:25]1)[C:16]1[CH:21]=[CH:20][CH:19]=[C:18]([F:22])[CH:17]=1, predict the reactants needed to synthesize it. The reactants are: C([Li])CCC.[F:6][C:7]1[CH:12]=[CH:11][CH:10]=[CH:9][C:8]=1[C@H:13]1[O:15][C@:14]1([CH2:23][N:24]1[CH:28]=[N:27][CH:26]=[N:25]1)[C:16]1[CH:21]=[CH:20][CH:19]=[C:18]([F:22])[CH:17]=1.[CH3:29][S:30]SC.[Cl-].[NH4+]. (4) Given the product [C:26]1([CH2:25][NH:24][C:2](=[S:41])[CH2:3][C:4]([C:6]2[CH:7]=[CH:8][C:9]3[O:15][CH2:14][CH2:13][N:12]([C:16]([O:18][C:19]([CH3:22])([CH3:21])[CH3:20])=[O:17])[CH2:11][C:10]=3[CH:23]=2)=[O:5])[CH:31]=[CH:30][CH:29]=[CH:28][CH:27]=1, predict the reactants needed to synthesize it. The reactants are: O=[C:2]([NH:24][CH2:25][C:26]1[CH:31]=[CH:30][CH:29]=[CH:28][CH:27]=1)[CH2:3][C:4]([C:6]1[CH:7]=[CH:8][C:9]2[O:15][CH2:14][CH2:13][N:12]([C:16]([O:18][C:19]([CH3:22])([CH3:21])[CH3:20])=[O:17])[CH2:11][C:10]=2[CH:23]=1)=[O:5].COC1C=CC(P2(SP(C3C=CC(OC)=CC=3)(=S)S2)=[S:41])=CC=1. (5) Given the product [NH2:1][C:2]1[N:6]([C@@H:7]2[CH2:12][CH2:11][CH2:10][N:9]([C:42](=[O:44])/[CH:41]=[CH:40]/[C:39]([OH:38])([CH3:46])[CH3:45])[CH2:8]2)[N:5]=[C:4]([C:20]2[CH:25]=[CH:24][C:23]([O:26][C:27]3[CH:32]=[CH:31][C:30]([F:33])=[CH:29][C:28]=3[F:34])=[CH:22][CH:21]=2)[C:3]=1[C:35]([NH2:37])=[O:36], predict the reactants needed to synthesize it. The reactants are: [NH2:1][C:2]1[N:6]([C@@H:7]2[CH2:12][CH2:11][CH2:10][N:9](C(=O)/C=C/CCO)[CH2:8]2)[N:5]=[C:4]([C:20]2[CH:25]=[CH:24][C:23]([O:26][C:27]3[CH:32]=[CH:31][C:30]([F:33])=[CH:29][C:28]=3[F:34])=[CH:22][CH:21]=2)[C:3]=1[C:35]([NH2:37])=[O:36].[OH:38][C:39]([CH3:46])([CH3:45])/[CH:40]=[CH:41]/[C:42]([OH:44])=O. (6) Given the product [CH3:1][C:2]1[CH:3]=[CH:4][C:5]([CH2:8][C:9]2[CH:10]=[CH:11][C:12]([O:15][C:16]([N:18]3[CH2:23][CH2:22][CH:21]([O:24][N:26]4[CH:30]=[CH:29][CH:28]=[N:27]4)[CH2:20][CH2:19]3)=[O:17])=[CH:13][CH:14]=2)=[N:6][CH:7]=1, predict the reactants needed to synthesize it. The reactants are: [CH3:1][C:2]1[CH:3]=[CH:4][C:5]([CH2:8][C:9]2[CH:14]=[CH:13][C:12]([O:15][C:16]([N:18]3[CH2:23][CH2:22][CH:21]([OH:24])[CH2:20][CH2:19]3)=[O:17])=[CH:11][CH:10]=2)=[N:6][CH:7]=1.O[N:26]1[CH:30]=[CH:29][CH:28]=[N:27]1.